From a dataset of Full USPTO retrosynthesis dataset with 1.9M reactions from patents (1976-2016). Predict the reactants needed to synthesize the given product. (1) Given the product [F:8][C:9]([F:20])([F:19])[C:10]1[CH:15]=[CH:14][C:13]([C@@H:3]2[CH2:4][CH2:5][CH2:6][C:1](=[O:7])[CH2:2]2)=[CH:12][CH:11]=1, predict the reactants needed to synthesize it. The reactants are: [C:1]1(=[O:7])[CH2:6][CH2:5][CH2:4][CH:3]=[CH:2]1.[F:8][C:9]([F:20])([F:19])[C:10]1[CH:15]=[CH:14][C:13](B(O)O)=[CH:12][CH:11]=1. (2) Given the product [C:1]([C:5]1[O:9][N:8]=[C:7]([NH:10][C:11]([C@@H:13]2[CH2:18][CH2:17][CH2:16][CH2:15][N:14]2[S:27]([C:24]2[CH:25]=[CH:26][C:21]([Cl:20])=[CH:22][CH:23]=2)(=[O:29])=[O:28])=[O:12])[CH:6]=1)([CH3:4])([CH3:2])[CH3:3], predict the reactants needed to synthesize it. The reactants are: [C:1]([C:5]1[O:9][N:8]=[C:7]([NH:10][C:11]([C@@H:13]2[CH2:18][CH2:17][CH2:16][CH2:15][NH:14]2)=[O:12])[CH:6]=1)([CH3:4])([CH3:3])[CH3:2].Cl.[Cl:20][C:21]1[CH:26]=[CH:25][C:24]([S:27](Cl)(=[O:29])=[O:28])=[CH:23][CH:22]=1.C(N(CC)C(C)C)(C)C. (3) Given the product [CH2:1]([O:8][C:9]([N:11]1[CH2:12][CH2:13][C:14]([NH:22][CH2:23][C:24]2[CH:33]=[CH:32][C:27]3[O:28][CH2:29][CH2:30][O:31][C:26]=3[CH:25]=2)([CH2:17][CH2:18][OH:19])[CH2:15][CH2:16]1)=[O:10])[C:2]1[CH:7]=[CH:6][CH:5]=[CH:4][CH:3]=1, predict the reactants needed to synthesize it. The reactants are: [CH2:1]([O:8][C:9]([N:11]1[CH2:16][CH2:15][C:14]([NH:22][CH2:23][C:24]2[CH:33]=[CH:32][C:27]3[O:28][CH2:29][CH2:30][O:31][C:26]=3[CH:25]=2)([CH2:17][C:18](OC)=[O:19])[CH2:13][CH2:12]1)=[O:10])[C:2]1[CH:7]=[CH:6][CH:5]=[CH:4][CH:3]=1.[BH4-].[Li+].O.C(C(C(C([O-])=O)O)O)([O-])=O.[Na+].[K+]. (4) Given the product [Br:23][C:24]1[CH:25]=[CH:26][CH:27]=[C:28]2[C:33]=1[N:32]=[C:31]([NH:1][C:2]1[CH:7]=[CH:6][C:5]([N:8]3[CH2:13][CH2:12][N:11]([C:14]([O:16][C:17]([CH3:18])([CH3:19])[CH3:20])=[O:15])[CH2:10][CH2:9]3)=[CH:4][C:3]=1[O:21][CH3:22])[N:30]=[CH:29]2, predict the reactants needed to synthesize it. The reactants are: [NH2:1][C:2]1[CH:7]=[CH:6][C:5]([N:8]2[CH2:13][CH2:12][N:11]([C:14]([O:16][C:17]([CH3:20])([CH3:19])[CH3:18])=[O:15])[CH2:10][CH2:9]2)=[CH:4][C:3]=1[O:21][CH3:22].[Br:23][C:24]1[CH:25]=[CH:26][CH:27]=[C:28]2[C:33]=1[N:32]=[C:31](Cl)[N:30]=[CH:29]2.C(O)(C(F)(F)F)=O. (5) The reactants are: [F:1][C:2]([F:18])([F:17])[C:3]1[CH:8]=[CH:7][CH:6]=[CH:5][C:4]=1[CH:9]1[CH2:14][C:13](=[O:15])[O:12][C:11](=[O:16])[CH2:10]1.[NH3:19].CO. Given the product [C:11]([CH2:10][CH:9]([C:4]1[CH:5]=[CH:6][CH:7]=[CH:8][C:3]=1[C:2]([F:18])([F:17])[F:1])[CH2:14][C:13]([OH:12])=[O:15])(=[O:16])[NH2:19], predict the reactants needed to synthesize it. (6) Given the product [CH3:35][O:36][C:37]1[C:42]([N:43]([CH3:19])[C:11]([C:10]2[C:5]([O:4][C:3]3[CH:14]=[C:15]([Cl:18])[CH:16]=[CH:17][C:2]=3[Cl:1])=[N:6][CH:7]=[N:8][CH:9]=2)=[O:13])=[CH:41][CH:40]=[CH:39][N:38]=1, predict the reactants needed to synthesize it. The reactants are: [Cl:1][C:2]1[CH:17]=[CH:16][C:15]([Cl:18])=[CH:14][C:3]=1[O:4][C:5]1[C:10]([C:11]([OH:13])=O)=[CH:9][N:8]=[CH:7][N:6]=1.[CH2:19](N(CC)CC)C.[I-].ClC1C=CC=C[N+]=1C.[CH3:35][O:36][C:37]1[C:42]([NH2:43])=[CH:41][CH:40]=[CH:39][N:38]=1.[H-].[Na+].CI. (7) Given the product [CH3:1][O:2][C:3]1[C:8]2[N:9]=[C:10]([NH:12][C:29]([N:44]3[CH2:45][CH2:46][CH:41]([OH:40])[CH2:42][CH2:43]3)=[O:31])[S:11][C:7]=2[C:6]([C:13]2[N:14]=[C:15]([CH3:18])[S:16][CH:17]=2)=[CH:5][CH:4]=1, predict the reactants needed to synthesize it. The reactants are: [CH3:1][O:2][C:3]1[C:8]2[N:9]=[C:10]([NH2:12])[S:11][C:7]=2[C:6]([C:13]2[N:14]=[C:15]([CH3:18])[S:16][CH:17]=2)=[CH:5][CH:4]=1.C(N(C(C)C)C(C)C)C.Cl[C:29](Cl)([O:31]C(=O)OC(Cl)(Cl)Cl)Cl.[OH:40][CH:41]1[CH2:46][CH2:45][NH:44][CH2:43][CH2:42]1.